Predict the reaction yield, written as a fraction of the theoretical maximum amount of product (1.0 means a 100% yield; for example, 0.34 means a 34% yield). From a dataset of Reaction yield outcomes from USPTO patents with 853,638 reactions. (1) The reactants are FC1C(F)=CC([C:9]2[CH:14]=[CH:13][N:12]=[CH:11][C:10]=2[N:15](CCS(C)(=O)=O)[C:16](=O)C2C=C(C(F)(F)F)N=C(C(F)(F)F)C=2)=C(OC)C=1.[F:40][C:41]1[CH:46]=[C:45]([F:47])[C:44]([O:48][CH3:49])=[CH:43][C:42]=1B(O)O.[F-].[K+].C1(P(C2C=CC=CC=2)C2C=CC=CC=2)C=CC=CC=1. The catalyst is C1COCC1.O.C1C=CC(/C=C/C(/C=C/C2C=CC=CC=2)=O)=CC=1.C1C=CC(/C=C/C(/C=C/C2C=CC=CC=2)=O)=CC=1.C1C=CC(/C=C/C(/C=C/C2C=CC=CC=2)=O)=CC=1.[Pd].[Pd]. The product is [F:40][C:41]1[CH:46]=[C:45]([F:47])[C:44]([O:48][CH3:49])=[CH:43][C:42]=1[C:9]1[CH:14]=[CH:13][N:12]=[CH:11][C:10]=1[NH:15][CH3:16]. The yield is 0.700. (2) The reactants are [CH3:1][C:2]1[C:3]([CH:8]=O)=[N:4][CH:5]=[CH:6][CH:7]=1.[CH3:10][NH:11][C:12]1[C:13]([NH2:18])=[CH:14][CH:15]=[CH:16][CH:17]=1.[S]. The catalyst is CS(C)=O. The product is [CH3:10][N:11]1[C:12]2[CH:17]=[CH:16][CH:15]=[CH:14][C:13]=2[N:18]=[C:8]1[C:3]1[C:2]([CH3:1])=[CH:7][CH:6]=[CH:5][N:4]=1. The yield is 0.765. (3) The reactants are [CH2:1]([C:3]1[S:24][C:6]2=[N:7][C:8]([CH3:23])=[C:9]([CH2:18][C:19]([O:21]C)=[O:20])[C:10]([C:11]3[CH:16]=[CH:15][C:14]([CH3:17])=[CH:13][CH:12]=3)=[C:5]2[C:4]=1[CH3:25])[CH3:2].[O-2].[Li+].[Li+].Cl. The catalyst is O1CCOCC1.O. The product is [CH2:1]([C:3]1[S:24][C:6]2=[N:7][C:8]([CH3:23])=[C:9]([CH2:18][C:19]([OH:21])=[O:20])[C:10]([C:11]3[CH:12]=[CH:13][C:14]([CH3:17])=[CH:15][CH:16]=3)=[C:5]2[C:4]=1[CH3:25])[CH3:2]. The yield is 0.580. (4) The reactants are [CH3:1][O:2][C:3](=[O:30])[CH2:4][NH:5][C:6]([C:8]1[C:13]([O:14]CC2C=CC=CC=2)=[CH:12][C:11]([O:22]CC2C=CC=CC=2)=[CH:10][N:9]=1)=[O:7]. The catalyst is CO.[Pd]. The product is [CH3:1][O:2][C:3](=[O:30])[CH2:4][NH:5][C:6]([C:8]1[C:13]([OH:14])=[CH:12][C:11]([OH:22])=[CH:10][N:9]=1)=[O:7]. The yield is 1.00. (5) The reactants are S(=O)(=O)(O)O.[F:6][C:7]1[CH:15]=[C:14]([CH3:16])[CH:13]=[CH:12][C:8]=1[C:9]([OH:11])=[O:10].[C:17](=O)([O-])[O-].[Na+].[Na+]. The catalyst is CO. The product is [F:6][C:7]1[CH:15]=[C:14]([CH3:16])[CH:13]=[CH:12][C:8]=1[C:9]([O:11][CH3:17])=[O:10]. The yield is 0.750.